This data is from Reaction yield outcomes from USPTO patents with 853,638 reactions. The task is: Predict the reaction yield, written as a fraction of the theoretical maximum amount of product (1.0 means a 100% yield; for example, 0.34 means a 34% yield). The reactants are Br[C:2]1[CH:3]=[C:4]([S:8]([NH:11][CH3:12])(=[O:10])=[O:9])[CH:5]=[N:6][CH:7]=1.[NH4+:13].[OH-].[S-2].[Na+].[Na+]. The catalyst is Cl[Cu]. The product is [NH2:13][C:2]1[CH:3]=[C:4]([S:8]([NH:11][CH3:12])(=[O:10])=[O:9])[CH:5]=[N:6][CH:7]=1. The yield is 0.610.